This data is from Blood-brain barrier penetration binary classification data from Martins et al.. The task is: Regression/Classification. Given a drug SMILES string, predict its absorption, distribution, metabolism, or excretion properties. Task type varies by dataset: regression for continuous measurements (e.g., permeability, clearance, half-life) or binary classification for categorical outcomes (e.g., BBB penetration, CYP inhibition). Dataset: bbb_martins. (1) The compound is NC(=O)C1(N2CCCCC2)CCN(CCCC(=O)c2ccc(F)cc2)CC1. The result is 1 (penetrates BBB). (2) The compound is CC(C)N(CCNC(=O)CN1CCCC1=O)C(C)C. The result is 1 (penetrates BBB). (3) The result is 1 (penetrates BBB). The compound is CN1CCN(C2=Nc3ccccc3Sc3ccc(Cl)cc32)CC1. (4) The result is 1 (penetrates BBB). The drug is NC(=O)N1c2ccccc2C2OC2c2ccccc21. (5) The compound is CC(=O)OCC(=O)[C@@]1(O)CC[C@H]2[C@@H]3CCC4=CC(=O)CC[C@]4(C)[C@H]3C(=O)C[C@@]21C. The result is 1 (penetrates BBB). (6) The result is 1 (penetrates BBB). The compound is CN1C(=O)CC2(CCN(CCCC(=O)c3ccc(F)cc3)CC2)C1=O.